From a dataset of Peptide-MHC class II binding affinity with 134,281 pairs from IEDB. Regression. Given a peptide amino acid sequence and an MHC pseudo amino acid sequence, predict their binding affinity value. This is MHC class II binding data. (1) The peptide sequence is EEDLNKLRDLNKEVD. The MHC is DRB5_0101 with pseudo-sequence DRB5_0101. The binding affinity (normalized) is 0.121. (2) The peptide sequence is CCRCGARGPESRLL. The binding affinity (normalized) is 0.0733. The MHC is DRB1_1101 with pseudo-sequence DRB1_1101. (3) The peptide sequence is GELELQFRRVKCKYP. The MHC is DRB1_1602 with pseudo-sequence DRB1_1602. The binding affinity (normalized) is 0.183. (4) The peptide sequence is AFKVAATAVNAAPAN. The MHC is HLA-DPA10201-DPB11401 with pseudo-sequence HLA-DPA10201-DPB11401. The binding affinity (normalized) is 0.890. (5) The peptide sequence is TDAATHNPWASQKH. The MHC is DRB5_0101 with pseudo-sequence DRB5_0101. The binding affinity (normalized) is 0.108. (6) The peptide sequence is GKCDSAGRSRRSRRA. The MHC is HLA-DQA10501-DQB10302 with pseudo-sequence HLA-DQA10501-DQB10302. The binding affinity (normalized) is 0. (7) The peptide sequence is THHYFVDLIGGAMLSL. The MHC is DRB1_1201 with pseudo-sequence DRB1_1201. The binding affinity (normalized) is 0. (8) The peptide sequence is PRYISLIPVNVVAD. The MHC is DRB1_0101 with pseudo-sequence DRB1_0101. The binding affinity (normalized) is 0.723. (9) The MHC is DRB1_1101 with pseudo-sequence DRB1_1101. The peptide sequence is EYGNLSLSGIAQSASD. The binding affinity (normalized) is 0.601. (10) The peptide sequence is YVYEPFPKEVWEQIF. The MHC is HLA-DQA10201-DQB10202 with pseudo-sequence HLA-DQA10201-DQB10202. The binding affinity (normalized) is 0.265.